This data is from NCI-60 drug combinations with 297,098 pairs across 59 cell lines. The task is: Regression. Given two drug SMILES strings and cell line genomic features, predict the synergy score measuring deviation from expected non-interaction effect. Drug 1: CC1=CC2C(CCC3(C2CCC3(C(=O)C)OC(=O)C)C)C4(C1=CC(=O)CC4)C. Drug 2: CC1C(C(CC(O1)OC2CC(OC(C2O)C)OC3=CC4=CC5=C(C(=O)C(C(C5)C(C(=O)C(C(C)O)O)OC)OC6CC(C(C(O6)C)O)OC7CC(C(C(O7)C)O)OC8CC(C(C(O8)C)O)(C)O)C(=C4C(=C3C)O)O)O)O. Cell line: SK-OV-3. Synergy scores: CSS=-1.03, Synergy_ZIP=-0.412, Synergy_Bliss=-1.75, Synergy_Loewe=-1.62, Synergy_HSA=-1.50.